From a dataset of Reaction yield outcomes from USPTO patents with 853,638 reactions. Predict the reaction yield, written as a fraction of the theoretical maximum amount of product (1.0 means a 100% yield; for example, 0.34 means a 34% yield). (1) The reactants are [CH3:1][N:2]([CH3:16])[S:3]([C:6]1[CH:15]=[CH:14][C:9]2[N:10]=[C:11]([CH3:13])[S:12][C:8]=2[CH:7]=1)(=[O:5])=[O:4].[CH3:17][O:18][S:19]([C:22]1[CH:27]=[CH:26][C:25]([CH3:28])=[CH:24][CH:23]=1)(=[O:21])=[O:20]. No catalyst specified. The product is [S:19]([C:22]1[CH:27]=[CH:26][C:25]([CH3:28])=[CH:24][CH:23]=1)([O-:21])(=[O:20])=[O:18].[CH3:16][N:2]([CH3:1])[S:3]([C:6]1[CH:15]=[CH:14][C:9]2[N+:10]([CH3:17])=[C:11]([CH3:13])[S:12][C:8]=2[CH:7]=1)(=[O:4])=[O:5]. The yield is 0.840. (2) The yield is 0.740. The catalyst is C(Cl)Cl. The reactants are [CH:1]1[C:6]([CH:7]=O)=[CH:5][C:4]2[O:9][CH2:10][O:11][C:3]=2[CH:2]=1.C1(P(C2C=CC=CC=2)C2C=CC=CC=2)C=CC=CC=1.[C:31](Br)(Br)([Br:33])[Br:32]. The product is [Br:32][C:31]([Br:33])=[CH:7][C:6]1[CH:1]=[CH:2][C:3]2[O:11][CH2:10][O:9][C:4]=2[CH:5]=1. (3) The reactants are Cl[C:2]1[C:7]([C:8]2[CH:9]=[C:10]3[C:14](=[CH:15][CH:16]=2)[N:13]([CH2:17][O:18][CH2:19][CH2:20][Si:21]([CH3:24])([CH3:23])[CH3:22])[N:12]=[CH:11]3)=[CH:6][CH:5]=[CH:4][N:3]=1.Br[C:26]1[CH:31]=[CH:30][C:29]([F:32])=[CH:28][N:27]=1. No catalyst specified. The product is [F:32][C:29]1[CH:30]=[CH:31][C:26]([C:2]2[C:7]([C:8]3[CH:9]=[C:10]4[C:14](=[CH:15][CH:16]=3)[N:13]([CH2:17][O:18][CH2:19][CH2:20][Si:21]([CH3:24])([CH3:23])[CH3:22])[N:12]=[CH:11]4)=[CH:6][CH:5]=[CH:4][N:3]=2)=[N:27][CH:28]=1. The yield is 0.599. (4) The catalyst is CC(C)=O. The product is [O:10]1[CH:15]([CH2:16][O:17][CH2:24][CH2:23][CH:22]([CH3:21])[S:26]([O-:28])(=[O:27])=[O:25])[CH2:14][O:13][C:12]2=[CH:18][S:19][CH:20]=[C:11]12.[Na+:2]. The yield is 0.620. The reactants are [H-].[Na+:2].C1(C)C=CC=CC=1.[O:10]1[CH:15]([CH2:16][OH:17])[CH2:14][O:13][C:12]2=[CH:18][S:19][CH:20]=[C:11]12.[CH3:21][CH:22]1[S:26](=[O:28])(=[O:27])[O:25][CH2:24][CH2:23]1. (5) The reactants are [Br:1][C:2]1[CH:7]=[CH:6][N:5]=[C:4]2[N:8]([S:18]([C:21]3[CH:26]=[CH:25][CH:24]=[CH:23][CH:22]=3)(=[O:20])=[O:19])[C:9](I)([C:11]3[CH:12]=[N:13][CH:14]=[CH:15][CH:16]=3)[CH2:10][C:3]=12.N1C=CC=C(B(O)O)C=1.C(=O)([O-])[O-].[Na+].[Na+]. The catalyst is [Pd].C1(P(C2C=CC=CC=2)C2C=CC=CC=2)C=CC=CC=1.C1(P(C2C=CC=CC=2)C2C=CC=CC=2)C=CC=CC=1.C1(P(C2C=CC=CC=2)C2C=CC=CC=2)C=CC=CC=1.C1(P(C2C=CC=CC=2)C2C=CC=CC=2)C=CC=CC=1.O1CCOCC1. The product is [Br:1][C:2]1[CH:7]=[CH:6][N:5]=[C:4]2[N:8]([S:18]([C:21]3[CH:22]=[CH:23][CH:24]=[CH:25][CH:26]=3)(=[O:20])=[O:19])[C:9]([C:11]3[CH:12]=[N:13][CH:14]=[CH:15][CH:16]=3)=[CH:10][C:3]=12. The yield is 0.500. (6) The reactants are [F:1][C:2]1[CH:3]=[C:4]([NH2:24])[CH:5]=[CH:6][C:7]=1[O:8][C:9]1[CH:14]=[CH:13][N:12]=[C:11]2[CH:15]=[C:16]([C:18]3[N:19]([CH3:23])[CH:20]=[CH:21][N:22]=3)[S:17][C:10]=12.[ClH:25].FC1C=C(N[C:51]([NH:53][C:54](=[O:62])[CH2:55][C:56]2[CH:61]=[CH:60][CH:59]=[CH:58][CH:57]=2)=[O:52])C=CC=1OC1C=CN=C2C=C(C(N3CCCC3)=O)SC=12. No catalyst specified. The product is [ClH:25].[ClH:25].[F:1][C:2]1[CH:3]=[C:4]([NH:24][C:51]([NH:53][C:54](=[O:62])[CH2:55][C:56]2[CH:57]=[CH:58][CH:59]=[CH:60][CH:61]=2)=[O:52])[CH:5]=[CH:6][C:7]=1[O:8][C:9]1[CH:14]=[CH:13][N:12]=[C:11]2[CH:15]=[C:16]([C:18]3[N:19]([CH3:23])[CH:20]=[CH:21][N:22]=3)[S:17][C:10]=12. The yield is 0.150.